From a dataset of Forward reaction prediction with 1.9M reactions from USPTO patents (1976-2016). Predict the product of the given reaction. Given the reactants [CH3:1][O:2][C@@H:3]1[C@@H:7]([CH2:8][S:9]([C:12]2[CH:17]=[CH:16][CH:15]=[CH:14][CH:13]=2)(=[O:11])=[O:10])[C@H:6]([CH2:18][CH2:19][O:20][Si:21]([CH2:26][CH3:27])([CH2:24][CH3:25])[CH2:22][CH3:23])[O:5][C@@H:4]1[CH2:28][C@@H:29]([CH2:38][O:39][Si:40]([CH3:46])([CH3:45])[C:41]([CH3:44])([CH3:43])[CH3:42])[O:30][Si:31]([CH3:37])([CH3:36])[C:32]([CH3:35])([CH3:34])[CH3:33].[Li]CCCC.CCCCCC.[C:58]([O:66][CH:67](/[CH:94]=[CH:95]/[C@@H:96]([C@@H:105]1[O:110][C@H:109]2[CH2:111][CH2:112][C@H:113]([CH2:115][CH:116]=[O:117])[O:114][C@@H:108]2[C@H:107]([O:118][Si:119]([C:122]([CH3:125])([CH3:124])[CH3:123])([CH3:121])[CH3:120])[C@@H:106]1[O:126][Si:127]([C:130]([CH3:133])([CH3:132])[CH3:131])([CH3:129])[CH3:128])[O:97][Si:98]([C:101]([CH3:104])([CH3:103])[CH3:102])([CH3:100])[CH3:99])[CH2:68][CH2:69][C@@H:70]1[O:78][C@@H:77]2[C@@:72]([CH2:92][I:93])([O:73][C@@H:74]([CH2:79][C@@H:80]([CH3:91])[C:81]([O:83][S:84]([C:87]([F:90])([F:89])[F:88])(=[O:86])=[O:85])=[CH2:82])[CH2:75][CH2:76]2)[CH2:71]1)(=[O:65])[C:59]1[CH:64]=[CH:63][CH:62]=[CH:61][CH:60]=1, predict the reaction product. The product is: [C:58]([O:66][CH:67](/[CH:94]=[CH:95]/[C@@H:96]([C@@H:105]1[O:110][C@H:109]2[CH2:111][CH2:112][C@H:113]([CH2:115][CH:116]([OH:117])[CH:8]([CH:7]3[C@@H:3]([O:2][CH3:1])[C@@H:4]([CH2:28][C@H:29]([O:30][Si:31]([C:32]([CH3:34])([CH3:35])[CH3:33])([CH3:36])[CH3:37])[CH2:38][O:39][Si:40]([C:41]([CH3:43])([CH3:42])[CH3:44])([CH3:46])[CH3:45])[O:5][C@H:6]3[CH2:18][CH2:19][O:20][Si:21]([CH2:24][CH3:25])([CH2:22][CH3:23])[CH2:26][CH3:27])[S:9]([C:12]3[CH:17]=[CH:16][CH:15]=[CH:14][CH:13]=3)(=[O:10])=[O:11])[O:114][C@@H:108]2[C@H:107]([O:118][Si:119]([C:122]([CH3:124])([CH3:123])[CH3:125])([CH3:120])[CH3:121])[C@@H:106]1[O:126][Si:127]([C:130]([CH3:131])([CH3:133])[CH3:132])([CH3:128])[CH3:129])[O:97][Si:98]([C:101]([CH3:102])([CH3:103])[CH3:104])([CH3:100])[CH3:99])[CH2:68][CH2:69][C@@H:70]1[O:78][C@@H:77]2[C@@:72]([CH2:92][I:93])([O:73][C@@H:74]([CH2:79][C@@H:80]([CH3:91])[C:81]([O:83][S:84]([C:87]([F:89])([F:88])[F:90])(=[O:85])=[O:86])=[CH2:82])[CH2:75][CH2:76]2)[CH2:71]1)(=[O:65])[C:59]1[CH:60]=[CH:61][CH:62]=[CH:63][CH:64]=1.